From a dataset of Reaction yield outcomes from USPTO patents with 853,638 reactions. Predict the reaction yield, written as a fraction of the theoretical maximum amount of product (1.0 means a 100% yield; for example, 0.34 means a 34% yield). (1) The reactants are FC(F)(F)C(O)=O.[BH4-].[Na+].[N+:10]([C:13]1[CH:30]=[CH:29][C:16]([C:17]([C:19]2[CH:20]=[C:21]3[C:25](=[CH:26][CH:27]=2)[NH:24][C:23](=[O:28])[CH2:22]3)=O)=[CH:15][CH:14]=1)([O-:12])=[O:11]. No catalyst specified. The product is [N+:10]([C:13]1[CH:14]=[CH:15][C:16]([CH2:17][C:19]2[CH:20]=[C:21]3[C:25](=[CH:26][CH:27]=2)[NH:24][C:23](=[O:28])[CH2:22]3)=[CH:29][CH:30]=1)([O-:12])=[O:11]. The yield is 0.610. (2) The reactants are [H-].[Na+].[CH3:3][O:4][C:5]1[CH:6]=[CH:7][C:8]2[NH:14][C:13](=[O:15])[CH2:12][C:11](=[O:16])[N:10]([CH3:17])[C:9]=2[CH:18]=1.[CH2:19](I)[CH3:20].O. The catalyst is CN(C)C=O.C(OCC)(=O)C. The product is [CH2:19]([N:14]1[C:13](=[O:15])[CH2:12][C:11](=[O:16])[N:10]([CH3:17])[C:9]2[CH:18]=[C:5]([O:4][CH3:3])[CH:6]=[CH:7][C:8]1=2)[CH3:20]. The yield is 0.770. (3) The reactants are [CH:1]1([C:5]([C:7]2[CH:12]=[CH:11][CH:10]=[C:9]([CH:13]([CH3:15])[CH3:14])[C:8]=2[OH:16])=[O:6])[CH2:4][CH2:3][CH2:2]1.[CH3:17][Mg]Br. The catalyst is O1CCCC1. The product is [CH:1]1([C:5]([C:7]2[CH:12]=[CH:11][CH:10]=[C:9]([CH:13]([CH3:14])[CH3:15])[C:8]=2[OH:16])([OH:6])[CH3:17])[CH2:2][CH2:3][CH2:4]1. The yield is 0.868. (4) The yield is 0.753. No catalyst specified. The reactants are [Cl:1][C:2]1[N:7]=[C:6]([C:8]2[S:12][C:11]([CH:13]([CH3:15])[CH3:14])=[N:10][C:9]=2[C:16]2[C:17]([F:23])=[C:18]([CH:20]=[CH:21][CH:22]=2)[NH2:19])[CH:5]=[CH:4][N:3]=1.[N:24]1[CH:29]=[CH:28][CH:27]=[C:26]([S:30](Cl)(=[O:32])=[O:31])[CH:25]=1. The product is [Cl:1][C:2]1[N:7]=[C:6]([C:8]2[S:12][C:11]([CH:13]([CH3:15])[CH3:14])=[N:10][C:9]=2[C:16]2[C:17]([F:23])=[C:18]([NH:19][S:30]([C:26]3[CH:25]=[N:24][CH:29]=[CH:28][CH:27]=3)(=[O:32])=[O:31])[CH:20]=[CH:21][CH:22]=2)[CH:5]=[CH:4][N:3]=1. (5) The yield is 0.860. The reactants are [NH2:1][C:2]1[N:3]=[CH:4][C:5]2[CH:11]=[C:10]([C:12]3[C:17]([Cl:18])=[C:16]([O:19][CH3:20])[CH:15]=[C:14]([O:21][CH3:22])[C:13]=3[Cl:23])[C:9](=[O:24])[N:8]([CH2:25][CH2:26][O:27][CH:28]3[CH2:31][N:30]([C:32]([O:34][C:35]([CH3:38])([CH3:37])[CH3:36])=[O:33])[CH2:29]3)[C:6]=2[N:7]=1.[C:39](=O)([O:42]C)[O:40][CH3:41].C(O[K])(C)(C)C. The catalyst is C1COCC1.C(Cl)Cl. The product is [Cl:18][C:17]1[C:16]([O:19][CH3:20])=[CH:15][C:14]([O:21][CH3:22])=[C:13]([Cl:23])[C:12]=1[C:10]1[C:9](=[O:24])[N:8]([CH2:25][CH2:26][O:27][CH:28]2[CH2:29][N:30]([C:32]([O:34][C:35]([CH3:38])([CH3:37])[CH3:36])=[O:33])[CH2:31]2)[C:6]2[N:7]=[C:2]([NH:1][C:39]([O:40][CH3:41])=[O:42])[N:3]=[CH:4][C:5]=2[CH:11]=1.